Dataset: Reaction yield outcomes from USPTO patents with 853,638 reactions. Task: Predict the reaction yield, written as a fraction of the theoretical maximum amount of product (1.0 means a 100% yield; for example, 0.34 means a 34% yield). (1) The reactants are [C:1]([O:4][C:5]([CH3:8])([CH3:7])[CH3:6])(=[O:3])[CH3:2].[Li+].C[Si]([N-][Si](C)(C)C)(C)C.[C:19]1([CH:25]([C:31]2[CH:36]=[CH:35][CH:34]=[CH:33][CH:32]=2)[N:26]2[CH2:29][C:28](=[O:30])[CH2:27]2)[CH:24]=[CH:23][CH:22]=[CH:21][CH:20]=1.[Cl-].[NH4+]. The catalyst is C1COCC1.CCOCC.O. The product is [C:31]1([CH:25]([C:19]2[CH:20]=[CH:21][CH:22]=[CH:23][CH:24]=2)[N:26]2[CH2:29][C:28]([CH2:2][C:1]([O:4][C:5]([CH3:8])([CH3:7])[CH3:6])=[O:3])([OH:30])[CH2:27]2)[CH:32]=[CH:33][CH:34]=[CH:35][CH:36]=1. The yield is 0.870. (2) The reactants are Cl[C:2]1[N:3]=[C:4]([NH:11][CH:12]2[CH2:14][CH2:13]2)[C:5]2[O:10][CH:9]=[CH:8][C:6]=2[N:7]=1.[NH2:15][C:16]1[CH:28]=[CH:27][C:19]2[O:20][C:21]([CH3:26])([CH3:25])[C:22](=[O:24])[NH:23][C:18]=2[CH:17]=1.C([O-])([O-])=O.[K+].[K+].CC(C1C=C(C(C)C)C(C2C=CC=CC=2P(C2CCCCC2)C2CCCCC2)=C(C(C)C)C=1)C. The catalyst is C(Cl)Cl.C1C=CC(/C=C/C(/C=C/C2C=CC=CC=2)=O)=CC=1.C1C=CC(/C=C/C(/C=C/C2C=CC=CC=2)=O)=CC=1.C1C=CC(/C=C/C(/C=C/C2C=CC=CC=2)=O)=CC=1.[Pd].[Pd].CC(O)(C)C. The product is [CH:12]1([NH:11][C:4]2[C:5]3[O:10][CH:9]=[CH:8][C:6]=3[N:7]=[C:2]([NH:15][C:16]3[CH:28]=[CH:27][C:19]4[O:20][C:21]([CH3:25])([CH3:26])[C:22](=[O:24])[NH:23][C:18]=4[CH:17]=3)[N:3]=2)[CH2:14][CH2:13]1. The yield is 0.370. (3) The reactants are [CH3:1][O:2][C:3](=[O:29])[CH:4]([O:6][C:7]1[CH:12]=[CH:11][C:10]([NH:13][C:14](=[O:28])[CH2:15][CH2:16][CH2:17][CH2:18][CH2:19][O:20]CC2C=CC=CC=2)=[CH:9][CH:8]=1)[CH3:5]. The catalyst is CO.[Pd]. The product is [CH3:1][O:2][C:3](=[O:29])[CH:4]([O:6][C:7]1[CH:12]=[CH:11][C:10]([NH:13][C:14](=[O:28])[CH2:15][CH2:16][CH2:17][CH2:18][CH2:19][OH:20])=[CH:9][CH:8]=1)[CH3:5]. The yield is 0.516. (4) The reactants are [C:1]([O:5][C:6]([N:8]1[CH2:13][CH2:12][CH:11]([O:14][C:15]2[CH:20]=[CH:19][C:18]([NH:21][CH2:22]/[CH:23]=[CH:24]/[C:25]3[CH:26]=[C:27]([CH:30]=[CH:31][CH:32]=3)[C:28]#[N:29])=[CH:17][CH:16]=2)[CH2:10][CH2:9]1)=[O:7])([CH3:4])([CH3:3])[CH3:2].C(=O)([O-])[O-].[K+].[K+].Br[CH:40]([CH3:46])[C:41]([O:43][CH2:44][CH3:45])=[O:42].O. The catalyst is CN(C)C=O. The product is [C:1]([O:5][C:6]([N:8]1[CH2:13][CH2:12][CH:11]([O:14][C:15]2[CH:20]=[CH:19][C:18]([N:21]([CH:40]([CH3:46])[C:41]([O:43][CH2:44][CH3:45])=[O:42])[CH2:22]/[CH:23]=[CH:24]/[C:25]3[CH:32]=[CH:31][CH:30]=[C:27]([C:28]#[N:29])[CH:26]=3)=[CH:17][CH:16]=2)[CH2:10][CH2:9]1)=[O:7])([CH3:4])([CH3:2])[CH3:3]. The yield is 0.600.